Dataset: Full USPTO retrosynthesis dataset with 1.9M reactions from patents (1976-2016). Task: Predict the reactants needed to synthesize the given product. (1) Given the product [Cl:1][C:2]1[N:7]=[C:6]([NH:11][C:12]2[S:13][CH:14]=[CH:15][N:16]=2)[CH:5]=[C:4]([CH3:9])[N:3]=1, predict the reactants needed to synthesize it. The reactants are: [Cl:1][C:2]1[N:7]=[C:6](Cl)[CH:5]=[C:4]([CH2:9]C)[N:3]=1.[NH2:11][C:12]1[S:13][CH:14]=[CH:15][N:16]=1.C(=O)([O-])[O-].[Cs+].[Cs+].CC1(C)C2C=CC=C(P(C3C=CC=CC=3)C3C=CC=CC=3)C=2OC2C1=CC=CC=2P(C1C=CC=CC=1)C1C=CC=CC=1. (2) The reactants are: [CH3:1][C@:2]1([NH:21][C:22]2[CH:27]=[N:26][C:25]([C:28]([F:31])([F:30])[F:29])=[CH:24][N:23]=2)[CH2:6][CH2:5][CH2:4][C@@H:3]1[NH:7][C:8]([C:10]1[C:15]([N:16]2N=[CH:19][CH:18]=[N:17]2)=[CH:14][CH:13]=[CH:12][N:11]=1)=[O:9].[CH3:32][C@]1(NC2C=NC(C(F)(F)F)=CN=2)CCC[C@@H]1N.N1(C2C(C(O)=O)=NC=CC=2)C=CC=N1. Given the product [CH3:1][C@:2]1([NH:21][C:22]2[CH:27]=[N:26][C:25]([C:28]([F:29])([F:30])[F:31])=[CH:24][N:23]=2)[CH2:6][CH2:5][CH2:4][C@@H:3]1[NH:7][C:8]([C:10]1[C:15]([N:16]2[CH:32]=[CH:19][CH:18]=[N:17]2)=[CH:14][CH:13]=[CH:12][N:11]=1)=[O:9], predict the reactants needed to synthesize it. (3) Given the product [C:29]1([CH:28]([C:35]2[CH:36]=[CH:37][CH:38]=[CH:39][CH:40]=2)[CH2:27][N:15]([CH2:16][C:17]2[CH:22]=[C:21]([O:23][CH3:24])[CH:20]=[C:19]([O:25][CH3:26])[CH:18]=2)[CH2:14][CH2:13][CH2:12][O:11][C:7]2[CH:6]=[C:5]([CH2:4][C:3]([OH:41])=[O:2])[CH:10]=[CH:9][CH:8]=2)[CH:34]=[CH:33][CH:32]=[CH:31][CH:30]=1, predict the reactants needed to synthesize it. The reactants are: C[O:2][C:3](=[O:41])[CH2:4][C:5]1[CH:10]=[CH:9][CH:8]=[C:7]([O:11][CH2:12][CH2:13][CH2:14][N:15]([CH2:27][CH:28]([C:35]2[CH:40]=[CH:39][CH:38]=[CH:37][CH:36]=2)[C:29]2[CH:34]=[CH:33][CH:32]=[CH:31][CH:30]=2)[CH2:16][C:17]2[CH:22]=[C:21]([O:23][CH3:24])[CH:20]=[C:19]([O:25][CH3:26])[CH:18]=2)[CH:6]=1.[OH-].[Na+]. (4) Given the product [CH3:9][O:10][C:2]1[CH:7]=[C:6]([NH2:8])[CH:5]=[CH:4][N:3]=1, predict the reactants needed to synthesize it. The reactants are: Cl[C:2]1[CH:7]=[C:6]([NH2:8])[CH:5]=[CH:4][N:3]=1.[CH3:9][OH:10]. (5) Given the product [C:1]([O:5][C:6](=[O:23])[NH:7][C:8]1[CH2:9][O:10][CH2:11][C@:12]([C:16]2[CH:21]=[CH:20][CH:19]=[C:18]([NH:22][C:31]([C:28]3[CH:27]=[CH:26][C:25]([Br:24])=[CH:30][N:29]=3)=[O:32])[CH:17]=2)([CH2:14][F:15])[N:13]=1)([CH3:4])([CH3:2])[CH3:3], predict the reactants needed to synthesize it. The reactants are: [C:1]([O:5][C:6](=[O:23])[NH:7][C:8]1[CH2:9][O:10][CH2:11][C@:12]([C:16]2[CH:21]=[CH:20][CH:19]=[C:18]([NH2:22])[CH:17]=2)([CH2:14][F:15])[N:13]=1)([CH3:4])([CH3:3])[CH3:2].[Br:24][C:25]1[CH:26]=[CH:27][C:28]([C:31](O)=[O:32])=[N:29][CH:30]=1.C1C=NC2N(O)N=NC=2C=1.CCN(CC)CC.CCN=C=NCCCN(C)C.Cl. (6) Given the product [C:19]([Si:23]([CH3:66])([CH3:65])[O:24][C:25]1[CH:30]=[CH:29][C:28]([C:8]2[C:9]([CH:10]=[O:11])=[CH:12][CH:13]=[C:14]([O:17][CH3:18])[C:15]=2[OH:16])=[CH:27][CH:26]=1)([CH3:22])([CH3:21])[CH3:20], predict the reactants needed to synthesize it. The reactants are: C([O-])([O-])=O.[K+].[K+].Br[C:8]1[C:15]([OH:16])=[C:14]([O:17][CH3:18])[CH:13]=[CH:12][C:9]=1[CH:10]=[O:11].[C:19]([Si:23]([CH3:66])([CH3:65])[O:24][C:25]1[CH:30]=[CH:29][C:28](B2OB([C:28]3[CH:29]=[CH:30][C:25]([O:24][Si:23]([C:19]([CH3:22])([CH3:21])[CH3:20])([CH3:66])[CH3:65])=[CH:26][CH:27]=3)OB([C:28]3[CH:29]=[CH:30][C:25]([O:24][Si:23]([C:19]([CH3:22])([CH3:21])[CH3:20])([CH3:66])[CH3:65])=[CH:26][CH:27]=3)O2)=[CH:27][CH:26]=1)([CH3:22])([CH3:21])[CH3:20].C(C1C=C(C)C=C(C(C)(C)C)C=1O)(C)(C)C.